From a dataset of Full USPTO retrosynthesis dataset with 1.9M reactions from patents (1976-2016). Predict the reactants needed to synthesize the given product. (1) Given the product [Cl:1][C:2]1[CH:3]=[C:4]([CH:9]=[CH:10][C:11]=1[O:12][CH2:13][CH3:14])[C:5]([OH:7])=[O:6], predict the reactants needed to synthesize it. The reactants are: [Cl:1][C:2]1[CH:3]=[C:4]([CH:9]=[CH:10][C:11]=1[O:12][CH2:13][CH3:14])[C:5]([O:7]C)=[O:6].[OH-].[Na+]. (2) Given the product [CH2:28]([C:23]1[CH:24]=[CH:25][CH:26]=[C:27]2[C:22]=1[NH:21][CH:20]=[C:19]2[CH:8]([C:9]1[CH:14]=[CH:13][C:12]([C:15]([F:18])([F:17])[F:16])=[CH:11][CH:10]=1)[CH2:7][CH2:6][C:30]#[N:31])[CH3:29], predict the reactants needed to synthesize it. The reactants are: CS(O[CH2:6][CH2:7][CH:8]([C:19]1[C:27]2[C:22](=[C:23]([CH2:28][CH3:29])[CH:24]=[CH:25][CH:26]=2)[NH:21][CH:20]=1)[C:9]1[CH:14]=[CH:13][C:12]([C:15]([F:18])([F:17])[F:16])=[CH:11][CH:10]=1)(=O)=O.[C-:30]#[N:31].[K+].C(OCC)(=O)C.O. (3) The reactants are: [Cl:1][C:2]1[CH:10]=[C:9]2[C:5]([C:6]([C:11]([N:13]3[CH2:18][CH2:17][C:16]4([C:22]5[CH:23]=[CH:24][C:25]([F:27])=[CH:26][C:21]=5[C:20](=[O:28])[O:19]4)[CH2:15][CH2:14]3)=[O:12])=[CH:7][NH:8]2)=[CH:4][CH:3]=1.[F:29][C:30]1[C:38]([F:39])=[CH:37][CH:36]=[CH:35][C:31]=1[C:32](Cl)=[O:33]. Given the product [Cl:1][C:2]1[CH:10]=[C:9]2[C:5]([C:6]([C:11]([N:13]3[CH2:18][CH2:17][C:16]4([C:22]5[CH:23]=[CH:24][C:25]([F:27])=[CH:26][C:21]=5[C:20](=[O:28])[O:19]4)[CH2:15][CH2:14]3)=[O:12])=[CH:7][N:8]2[C:32](=[O:33])[C:31]2[CH:35]=[CH:36][CH:37]=[C:38]([F:39])[C:30]=2[F:29])=[CH:4][CH:3]=1, predict the reactants needed to synthesize it. (4) Given the product [NH2:32][C:31]1[C:26]2[N:25]=[C:3]([C:5]3[CH:6]=[CH:7][C:8]([C:11]45[CH2:18][CH2:17][C:14]([C:19]([O:21][CH3:22])=[O:20])([CH2:15][CH2:16]4)[CH2:13][CH2:12]5)=[CH:9][CH:10]=3)[C:2]([CH3:23])([CH3:24])[O:33][C:27]=2[N:28]=[CH:29][N:30]=1, predict the reactants needed to synthesize it. The reactants are: Br[C:2]([CH3:24])([CH3:23])[C:3]([C:5]1[CH:10]=[CH:9][C:8]([C:11]23[CH2:18][CH2:17][C:14]([C:19]([O:21][CH3:22])=[O:20])([CH2:15][CH2:16]2)[CH2:13][CH2:12]3)=[CH:7][CH:6]=1)=O.[NH2:25][C:26]1[C:27]([OH:33])=[N:28][CH:29]=[N:30][C:31]=1[NH2:32].Cl. (5) Given the product [Br:1][C:2]1[CH:10]=[C:9]2[C:5]([CH2:6][C:7]3([C:8]42[NH:22][C:21](=[S:23])[C:20]([CH3:24])=[N:11]4)[CH2:16][CH2:15][CH:14]([O:17][CH3:18])[CH2:13][CH2:12]3)=[CH:4][CH:3]=1, predict the reactants needed to synthesize it. The reactants are: [Br:1][C:2]1[CH:10]=[C:9]2[C:5]([CH2:6][C:7]3([CH2:16][CH2:15][CH:14]([O:17][CH3:18])[CH2:13][CH2:12]3)[C:8]2=[NH:11])=[CH:4][CH:3]=1.O=[C:20]([CH3:24])[C:21](=[S:23])[NH2:22].